This data is from Merck oncology drug combination screen with 23,052 pairs across 39 cell lines. The task is: Regression. Given two drug SMILES strings and cell line genomic features, predict the synergy score measuring deviation from expected non-interaction effect. (1) Drug 1: O=S1(=O)NC2(CN1CC(F)(F)F)C1CCC2Cc2cc(C=CCN3CCC(C(F)(F)F)CC3)ccc2C1. Drug 2: COC1=C2CC(C)CC(OC)C(O)C(C)C=C(C)C(OC(N)=O)C(OC)C=CC=C(C)C(=O)NC(=CC1=O)C2=O. Cell line: RKO. Synergy scores: synergy=-26.9. (2) Drug 1: Cn1nnc2c(C(N)=O)ncn2c1=O. Drug 2: O=C(O)C1(Cc2cccc(Nc3nccs3)n2)CCC(Oc2cccc(Cl)c2F)CC1. Cell line: NCIH460. Synergy scores: synergy=-19.0. (3) Drug 1: CN(C)C(=N)N=C(N)N. Synergy scores: synergy=-12.9. Drug 2: NC1(c2ccc(-c3nc4ccn5c(=O)[nH]nc5c4cc3-c3ccccc3)cc2)CCC1. Cell line: NCIH460. (4) Drug 1: O=C(CCCCCCC(=O)Nc1ccccc1)NO. Drug 2: C#Cc1cccc(Nc2ncnc3cc(OCCOC)c(OCCOC)cc23)c1. Cell line: SW837. Synergy scores: synergy=37.6. (5) Drug 1: O=c1[nH]cc(F)c(=O)[nH]1. Drug 2: CCc1cnn2c(NCc3ccc[n+]([O-])c3)cc(N3CCCCC3CCO)nc12. Cell line: RPMI7951. Synergy scores: synergy=-5.69. (6) Drug 1: CC1CC2C3CCC4=CC(=O)C=CC4(C)C3(F)C(O)CC2(C)C1(O)C(=O)CO. Drug 2: Cc1nc(Nc2ncc(C(=O)Nc3c(C)cccc3Cl)s2)cc(N2CCN(CCO)CC2)n1. Cell line: ZR751. Synergy scores: synergy=0.922.